This data is from Peptide-MHC class II binding affinity with 134,281 pairs from IEDB. The task is: Regression. Given a peptide amino acid sequence and an MHC pseudo amino acid sequence, predict their binding affinity value. This is MHC class II binding data. (1) The peptide sequence is GTGSLVITASMSGHI. The MHC is HLA-DPA10103-DPB10301 with pseudo-sequence HLA-DPA10103-DPB10301. The binding affinity (normalized) is 0.551. (2) The peptide sequence is SQDLELSWNLNGAQAY. The MHC is DRB1_0802 with pseudo-sequence DRB1_0802. The binding affinity (normalized) is 0.436. (3) The peptide sequence is LEAAVKQAYAATIAA. The MHC is HLA-DQA10102-DQB10502 with pseudo-sequence HLA-DQA10102-DQB10502. The binding affinity (normalized) is 0.149. (4) The peptide sequence is VTPCAAEEQKLPINALSNSL. The MHC is DRB1_1302 with pseudo-sequence DRB1_1302. The binding affinity (normalized) is 0.588.